From a dataset of NCI-60 drug combinations with 297,098 pairs across 59 cell lines. Regression. Given two drug SMILES strings and cell line genomic features, predict the synergy score measuring deviation from expected non-interaction effect. (1) Drug 1: COC1=NC(=NC2=C1N=CN2C3C(C(C(O3)CO)O)O)N. Drug 2: CC1CCC2CC(C(=CC=CC=CC(CC(C(=O)C(C(C(=CC(C(=O)CC(OC(=O)C3CCCCN3C(=O)C(=O)C1(O2)O)C(C)CC4CCC(C(C4)OC)OCCO)C)C)O)OC)C)C)C)OC. Cell line: UACC62. Synergy scores: CSS=-0.633, Synergy_ZIP=0.311, Synergy_Bliss=0.238, Synergy_Loewe=-3.60, Synergy_HSA=-1.66. (2) Drug 1: C(CC(=O)O)C(=O)CN.Cl. Drug 2: C1=NNC2=C1C(=O)NC=N2. Cell line: UACC62. Synergy scores: CSS=5.85, Synergy_ZIP=-3.49, Synergy_Bliss=-0.669, Synergy_Loewe=0.0197, Synergy_HSA=0.273. (3) Drug 1: CN1C(=O)N2C=NC(=C2N=N1)C(=O)N. Drug 2: CN(C(=O)NC(C=O)C(C(C(CO)O)O)O)N=O. Cell line: MDA-MB-231. Synergy scores: CSS=4.24, Synergy_ZIP=-1.59, Synergy_Bliss=0.153, Synergy_Loewe=-2.65, Synergy_HSA=-2.54. (4) Drug 1: COC1=CC(=CC(=C1O)OC)C2C3C(COC3=O)C(C4=CC5=C(C=C24)OCO5)OC6C(C(C7C(O6)COC(O7)C8=CC=CS8)O)O. Drug 2: C1C(C(OC1N2C=NC(=NC2=O)N)CO)O. Cell line: HCT-15. Synergy scores: CSS=55.5, Synergy_ZIP=3.79, Synergy_Bliss=3.53, Synergy_Loewe=1.77, Synergy_HSA=6.40. (5) Drug 1: C1CN1P(=S)(N2CC2)N3CC3. Drug 2: CC1=C(C(CCC1)(C)C)C=CC(=CC=CC(=CC(=O)O)C)C. Cell line: SK-OV-3. Synergy scores: CSS=10.3, Synergy_ZIP=-1.72, Synergy_Bliss=2.47, Synergy_Loewe=-0.105, Synergy_HSA=-0.0716.